This data is from Forward reaction prediction with 1.9M reactions from USPTO patents (1976-2016). The task is: Predict the product of the given reaction. (1) The product is: [CH3:1][O:2][C:3]1[CH:8]=[CH:7][C:6]([NH:9][C:10]2[C:19]3[C:14](=[CH:15][CH:16]=[C:17]([C:20](=[O:23])[NH:21][CH3:22])[CH:18]=3)[N:13]=[CH:12][C:11]=2[C:24]([O:26][CH2:37][N:38]([C:39]([O:40][CH3:41])=[O:42])[CH3:43])=[O:25])=[CH:5][CH:4]=1. Given the reactants [CH3:1][O:2][C:3]1[CH:8]=[CH:7][C:6]([NH:9][C:10]2[C:19]3[C:14](=[CH:15][CH:16]=[C:17]([C:20](=[O:23])[NH:21][CH3:22])[CH:18]=3)[N:13]=[CH:12][C:11]=2[C:24]([OH:26])=[O:25])=[CH:5][CH:4]=1.C(N(CC)C(C)C)(C)C.Cl[CH2:37][N:38]([CH3:43])[C:39](=[O:42])[O:40][CH3:41], predict the reaction product. (2) Given the reactants [CH2:1]([N:8]1[CH2:12][CH2:11][C@@H:10]([NH2:13])[CH2:9]1)[C:2]1[CH:7]=[CH:6][CH:5]=[CH:4][CH:3]=1.C1([O:20][C:21](=O)[NH:22][C:23]2[CH:28]=[CH:27][CH:26]=[C:25]([S:29](=[O:32])(=[O:31])[NH2:30])[CH:24]=2)C=CC=CC=1, predict the reaction product. The product is: [CH2:1]([N:8]1[CH2:12][CH2:11][C@@H:10]([NH:13][C:21](=[O:20])[NH:22][C:23]2[CH:24]=[C:25]([S:29]([NH2:30])(=[O:32])=[O:31])[CH:26]=[CH:27][CH:28]=2)[CH2:9]1)[C:2]1[CH:3]=[CH:4][CH:5]=[CH:6][CH:7]=1. (3) Given the reactants [C:1]([C:4]1[CH:9]=[CH:8][C:7]([CH:10](O)S([O-])(=O)=O)=[CH:6][CH:5]=1)([OH:3])=[O:2].[Na+].[Cl:17][C:18]1[CH:19]=[C:20]([NH2:26])[C:21]([NH2:25])=[CH:22][C:23]=1[Cl:24].Cl, predict the reaction product. The product is: [Cl:17][C:18]1[C:23]([Cl:24])=[CH:22][C:21]2[NH:25][C:10]([C:7]3[CH:8]=[CH:9][C:4]([C:1]([OH:3])=[O:2])=[CH:5][CH:6]=3)=[N:26][C:20]=2[CH:19]=1. (4) Given the reactants Br[C:2]1[CH:7]=[CH:6][N:5]2[N:8]=[CH:9][C:10]([CH:11]=[O:12])=[C:4]2[CH:3]=1.C([Sn](CCCC)(CCCC)[CH:18]1[CH2:20][CH2:19]1)CCC, predict the reaction product. The product is: [CH:18]1([C:2]2[CH:7]=[CH:6][N:5]3[N:8]=[CH:9][C:10]([CH:11]=[O:12])=[C:4]3[CH:3]=2)[CH2:20][CH2:19]1. (5) Given the reactants Br[C:2]1[CH:3]=[CH:4][C:5]([NH2:8])=[N:6][CH:7]=1.[CH3:9][O:10][C:11]1[CH:16]=[CH:15][CH:14]=[C:13]([CH:17]=[CH2:18])[CH:12]=1.CCN(CC)CC, predict the reaction product. The product is: [CH3:9][O:10][C:11]1[CH:12]=[C:13]([CH:14]=[CH:15][CH:16]=1)[CH:17]=[CH:18][C:2]1[CH:3]=[CH:4][C:5]([NH2:8])=[N:6][CH:7]=1. (6) Given the reactants [CH2:1]([C:4]1[C:5]([O:18][C:19](=[O:21])[CH3:20])=[CH:6][CH:7]=[C:8]2[C:12]=1[N:11]([C:13](=[O:17])[NH:14][CH2:15][CH3:16])[N:10]=[CH:9]2)[CH:2]=[CH2:3].ClC1C=CC=C(C(OO)=[O:30])C=1, predict the reaction product. The product is: [CH2:15]([NH:14][C:13]([N:11]1[C:12]2[C:8](=[CH:7][CH:6]=[C:5]([O:18][C:19](=[O:21])[CH3:20])[C:4]=2[CH2:1][CH:2]2[CH2:3][O:30]2)[CH:9]=[N:10]1)=[O:17])[CH3:16]. (7) Given the reactants C([Si]([O:8][C@H:9]1[CH2:13][CH2:12][C:11]([C:14]([CH3:16])=[CH2:15])=[CH:10]1)(C)C)(C)(C)C.[F-].C([NH3+])(C)(C)C, predict the reaction product. The product is: [C:14]([C:11]1[CH2:12][CH2:13][C@H:9]([OH:8])[CH:10]=1)([CH3:16])=[CH2:15]. (8) Given the reactants [Br:1][C:2]1[CH:7]=[CH:6][C:5]([CH2:8]C#N)=[C:4]([CH3:11])[CH:3]=1.[OH-:12].[K+].[CH3:14][CH2:15][OH:16], predict the reaction product. The product is: [Br:1][C:2]1[CH:7]=[CH:6][C:5]([CH2:14][C:15]([OH:12])=[O:16])=[C:4]([CH3:11])[CH:3]=1.[Br:1][C:2]1[CH:7]=[CH:6][C:5]([CH2:8][OH:16])=[C:4]([CH3:11])[CH:3]=1. (9) Given the reactants [Br:1][C:2]1[CH:10]=[C:9]2[C:5]([CH2:6][CH2:7][NH:8]2)=[CH:4][CH:3]=1.Br[CH2:12][C:13]1[CH:18]=[CH:17][CH:16]=[CH:15][CH:14]=1.C(=O)([O-])[O-].[K+].[K+], predict the reaction product. The product is: [CH2:12]([N:8]1[C:9]2[C:5](=[CH:4][CH:3]=[C:2]([Br:1])[CH:10]=2)[CH2:6][CH2:7]1)[C:13]1[CH:18]=[CH:17][CH:16]=[CH:15][CH:14]=1. (10) Given the reactants [Cl:1][C:2]1[CH:3]=[C:4]2[C:8](=[CH:9][CH:10]=1)[N:7]([CH3:11])[C:6]([CH:12]([NH:19][C:20]1[CH:25]=[CH:24][C:23]([C:26]([NH:28][CH2:29][CH2:30][C:31]([O:33]CC)=[O:32])=[O:27])=[CH:22][CH:21]=1)[CH2:13][CH2:14][CH2:15][CH2:16][CH2:17][CH3:18])=[CH:5]2.O1CCCC1.[OH-].[Na+], predict the reaction product. The product is: [Cl:1][C:2]1[CH:3]=[C:4]2[C:8](=[CH:9][CH:10]=1)[N:7]([CH3:11])[C:6]([CH:12]([NH:19][C:20]1[CH:21]=[CH:22][C:23]([C:26]([NH:28][CH2:29][CH2:30][C:31]([OH:33])=[O:32])=[O:27])=[CH:24][CH:25]=1)[CH2:13][CH2:14][CH2:15][CH2:16][CH2:17][CH3:18])=[CH:5]2.